From a dataset of Full USPTO retrosynthesis dataset with 1.9M reactions from patents (1976-2016). Predict the reactants needed to synthesize the given product. (1) Given the product [Cl-:1].[CH3:8][C:6]1[O:5][N:4]=[C:3]([CH2:2][P+:13]([CH2:14][CH2:15][CH2:16][CH3:17])([CH2:18][CH2:19][CH2:20][CH3:21])[CH2:9][CH2:10][CH2:11][CH3:12])[CH:7]=1, predict the reactants needed to synthesize it. The reactants are: [Cl:1][CH2:2][C:3]1[CH:7]=[C:6]([CH3:8])[O:5][N:4]=1.[CH2:9]([P:13]([CH2:18][CH2:19][CH2:20][CH3:21])[CH2:14][CH2:15][CH2:16][CH3:17])[CH2:10][CH2:11][CH3:12].CCOCC. (2) Given the product [F:1][C:2]1[CH:11]=[C:10]([F:12])[CH:9]=[C:8]2[C:3]=1[N:4]=[CH:5][C:6](=[O:13])[N:7]2[CH2:74][CH2:75][N:76]1[CH2:81][CH2:80][CH:79]([NH:82][C:83](=[O:89])[O:84][C:85]([CH3:88])([CH3:87])[CH3:86])[CH2:78][CH2:77]1, predict the reactants needed to synthesize it. The reactants are: [F:1][C:2]1[CH:11]=[C:10]([F:12])[CH:9]=[C:8]2[C:3]=1[N:4]=[CH:5][C:6](=[O:13])[NH:7]2.FC1C=C2C(=C(F)C=1)NC(=O)C=N2.[H-].[Na+].FC1C=C2C(C=CC(=O)N2CCN2CCC(NCC3C=CC4OCC(=O)NC=4N=3)CC2)=CC=1.COC1C=C2C(C=CC(=O)N2[CH2:74][CH2:75][N:76]2[CH2:81][CH2:80][CH:79]([NH:82][C:83](=[O:89])[O:84][C:85]([CH3:88])([CH3:87])[CH3:86])[CH2:78][CH2:77]2)=CC=1. (3) Given the product [CH3:1][N:2]([C:14]1[C:23]([CH3:24])=[CH:22][C:21]2[C:20]([CH3:25])=[CH:19][CH2:18][C:17]([CH3:27])([CH3:26])[C:16]=2[CH:15]=1)[C:3]1[CH:4]=[CH:5][C:6]([C:7]([OH:9])=[O:8])=[CH:12][CH:13]=1, predict the reactants needed to synthesize it. The reactants are: [CH3:1][N:2]([C:14]1[C:23]([CH3:24])=[CH:22][C:21]2[C:20]([CH3:25])=[CH:19][CH2:18][C:17]([CH3:27])([CH3:26])[C:16]=2[CH:15]=1)[C:3]1[CH:13]=[CH:12][C:6]([C:7]([O:9]CC)=[O:8])=[CH:5][CH:4]=1.C(O)C.[OH-].[K+].